From a dataset of Forward reaction prediction with 1.9M reactions from USPTO patents (1976-2016). Predict the product of the given reaction. (1) The product is: [I:1][C:2]1[CH:12]=[N:11][C:5]2[NH:6][CH2:7][C:8](=[O:10])[N:9]([CH2:29][O:30][CH2:31][CH2:32][Si:33]([CH3:36])([CH3:35])[CH3:34])[C:4]=2[CH:3]=1. Given the reactants [I:1][C:2]1[CH:12]=[N:11][C:5]2[NH:6][CH2:7][C:8](=[O:10])[NH:9][C:4]=2[CH:3]=1.C[Si](C)(C)[N-][Si](C)(C)C.[K+].O1CCCC1.Cl[CH2:29][O:30][CH2:31][CH2:32][Si:33]([CH3:36])([CH3:35])[CH3:34].O, predict the reaction product. (2) Given the reactants [C:1](Cl)(=[O:5])[C:2](Cl)=[O:3].C(Cl)Cl.[CH2:10]([O:12][C:13]1[CH:21]=[C:20]2[C:16]([CH:17]=[CH:18][NH:19]2)=[CH:15][CH:14]=1)[CH3:11].[CH3:22][O-:23].[Na+].CO, predict the reaction product. The product is: [CH2:10]([O:12][C:13]1[CH:21]=[C:20]2[C:16]([C:17]([C:1](=[O:5])[C:2]([O:23][CH3:22])=[O:3])=[CH:18][NH:19]2)=[CH:15][CH:14]=1)[CH3:11]. (3) Given the reactants [CH3:1][O:2][C:3]1[CH:12]=[CH:11][C:10]2[C:5](=[CH:6][N+:7]3[CH2:20][CH2:19][C:18]4[C:13](=[CH:14][C:15]5[O:23][CH2:22][O:21][C:16]=5[CH:17]=4)[C:8]=3[CH:9]=2)[C:4]=1[O:24][CH3:25].[Cl-].[BH4-].[Na+].C(Cl)Cl.C(OCC)(=O)C.CO, predict the reaction product. The product is: [CH3:1][O:2][C:3]1[CH:12]=[CH:11][C:10]2[CH:9]=[C:8]3[N:7]([CH2:20][CH2:19][C:18]4[CH:17]=[C:16]5[O:21][CH2:22][O:23][C:15]5=[CH:14][C:13]=43)[CH2:6][C:5]=2[C:4]=1[O:24][CH3:25]. (4) Given the reactants [NH2:1][C:2]1[CH:3]=[C:4]2[C:9](=[CH:10][CH:11]=1)[CH2:8][N:7]([C:12]([O:14][C:15]([CH3:18])([CH3:17])[CH3:16])=[O:13])[CH2:6][CH2:5]2.[Na].[Cl:20][CH2:21][C:22](Cl)=[O:23].C(OCC)(=O)C, predict the reaction product. The product is: [Cl:20][CH2:21][C:22]([NH:1][C:2]1[CH:3]=[C:4]2[C:9](=[CH:10][CH:11]=1)[CH2:8][N:7]([C:12]([O:14][C:15]([CH3:18])([CH3:17])[CH3:16])=[O:13])[CH2:6][CH2:5]2)=[O:23].